This data is from Full USPTO retrosynthesis dataset with 1.9M reactions from patents (1976-2016). The task is: Predict the reactants needed to synthesize the given product. Given the product [Br:1][C:2]1[C:3]([O:22][CH3:23])=[C:4]([C:9]([CH2:12][S:13]([N:16]2[CH2:18][CH2:19][CH2:20][CH2:21]2)(=[O:14])=[O:15])=[CH:10][CH:11]=1)[C:5]([O:7][CH3:8])=[O:6], predict the reactants needed to synthesize it. The reactants are: [Br:1][C:2]1[C:3]([O:22][CH3:23])=[C:4]([C:9]([CH2:12][S:13]([N:16]2[CH2:21][CH2:20][CH2:19][CH2:18]C2)(=[O:15])=[O:14])=[CH:10][CH:11]=1)[C:5]([O:7][CH3:8])=[O:6].[Na+].BrC1C=CC(CS([O-])(=O)=O)=C(C(OC)=O)C=1OC.N1CCCC1.